From a dataset of Forward reaction prediction with 1.9M reactions from USPTO patents (1976-2016). Predict the product of the given reaction. (1) Given the reactants [CH3:1][C:2]1[CH:3]=[C:4]2[C:9](=[CH:10][CH:11]=1)[O:8][CH2:7][CH2:6][C:5]2=[O:12].C[Si](C)(C)[N-][Si](C)(C)C.[Li+].C([C:25]([O:27][CH2:28][CH3:29])=[O:26])#N, predict the reaction product. The product is: [CH3:1][C:2]1[CH:3]=[C:4]2[C:9](=[CH:10][CH:11]=1)[O:8][CH2:7][CH:6]([C:25]([O:27][CH2:28][CH3:29])=[O:26])[C:5]2=[O:12]. (2) Given the reactants [NH:1]1[CH:5]=[C:4]([C:6]([O:8][CH2:9][CH3:10])=[O:7])[CH:3]=[N:2]1.[F:11][C:12]([F:22])([F:21])[O:13][C:14]1[CH:19]=[CH:18][C:17](I)=[CH:16][CH:15]=1.CN[C@@H]1CCCC[C@H]1NC.C(=O)([O-])[O-].[Cs+].[Cs+], predict the reaction product. The product is: [F:11][C:12]([F:21])([F:22])[O:13][C:14]1[CH:19]=[CH:18][C:17]([N:1]2[CH:5]=[C:4]([C:6]([O:8][CH2:9][CH3:10])=[O:7])[CH:3]=[N:2]2)=[CH:16][CH:15]=1. (3) Given the reactants [CH:1]([N:14]1[CH2:19][CH2:18][N:17]([C:20]2[CH:27]=[CH:26][C:25]([N+:28]([O-])=O)=[CH:24][C:21]=2[C:22]#[N:23])[CH2:16][CH2:15]1)([C:8]1[CH:13]=[CH:12][CH:11]=[CH:10][CH:9]=1)[C:2]1[CH:7]=[CH:6][CH:5]=[CH:4][CH:3]=1.O.[Sn](Cl)(Cl)(Cl)Cl.O.C([O-])(O)=O.[Na+], predict the reaction product. The product is: [NH2:28][C:25]1[CH:26]=[CH:27][C:20]([N:17]2[CH2:16][CH2:15][N:14]([CH:1]([C:2]3[CH:3]=[CH:4][CH:5]=[CH:6][CH:7]=3)[C:8]3[CH:13]=[CH:12][CH:11]=[CH:10][CH:9]=3)[CH2:19][CH2:18]2)=[C:21]([CH:24]=1)[C:22]#[N:23]. (4) The product is: [Br:1][CH2:2][CH2:3][C:4]1[CH:9]=[CH:8][C:7]([CH2:10][O:11][CH3:14])=[CH:6][CH:5]=1. Given the reactants [Br:1][CH2:2][CH2:3][C:4]1[CH:9]=[CH:8][C:7]([CH2:10][OH:11])=[CH:6][CH:5]=1.[H-].[Na+].[CH3:14]O.O, predict the reaction product. (5) Given the reactants [OH:1][CH2:2][C:3]1[CH:8]=[CH:7][N:6]=[C:5]([C:9]2[N:13]([C:14]3[CH:15]=[N:16][C:17]([O:20][CH3:21])=[CH:18][CH:19]=3)[N:12]=[C:11]([C:22]([OH:24])=O)[CH:10]=2)[CH:4]=1.[C:25]([NH2:29])([CH3:28])([CH3:27])[CH3:26], predict the reaction product. The product is: [C:25]([NH:29][C:22]([C:11]1[CH:10]=[C:9]([C:5]2[CH:4]=[C:3]([CH2:2][OH:1])[CH:8]=[CH:7][N:6]=2)[N:13]([C:14]2[CH:15]=[N:16][C:17]([O:20][CH3:21])=[CH:18][CH:19]=2)[N:12]=1)=[O:24])([CH3:28])([CH3:27])[CH3:26].